Task: Regression. Given two drug SMILES strings and cell line genomic features, predict the synergy score measuring deviation from expected non-interaction effect.. Dataset: NCI-60 drug combinations with 297,098 pairs across 59 cell lines (1) Drug 1: CC(CN1CC(=O)NC(=O)C1)N2CC(=O)NC(=O)C2. Drug 2: CN(C)C1=NC(=NC(=N1)N(C)C)N(C)C. Cell line: M14. Synergy scores: CSS=16.5, Synergy_ZIP=1.85, Synergy_Bliss=10.6, Synergy_Loewe=2.41, Synergy_HSA=7.21. (2) Drug 1: CN(C)N=NC1=C(NC=N1)C(=O)N. Drug 2: C1CN(P(=O)(OC1)NCCCl)CCCl. Cell line: SK-MEL-28. Synergy scores: CSS=-0.141, Synergy_ZIP=1.33, Synergy_Bliss=1.99, Synergy_Loewe=0.155, Synergy_HSA=0.318. (3) Drug 1: CCC(=C(C1=CC=CC=C1)C2=CC=C(C=C2)OCCN(C)C)C3=CC=CC=C3.C(C(=O)O)C(CC(=O)O)(C(=O)O)O. Cell line: MDA-MB-231. Synergy scores: CSS=36.2, Synergy_ZIP=5.23, Synergy_Bliss=7.49, Synergy_Loewe=0.0564, Synergy_HSA=8.12. Drug 2: CCCCC(=O)OCC(=O)C1(CC(C2=C(C1)C(=C3C(=C2O)C(=O)C4=C(C3=O)C=CC=C4OC)O)OC5CC(C(C(O5)C)O)NC(=O)C(F)(F)F)O. (4) Drug 1: CCCCC(=O)OCC(=O)C1(CC(C2=C(C1)C(=C3C(=C2O)C(=O)C4=C(C3=O)C=CC=C4OC)O)OC5CC(C(C(O5)C)O)NC(=O)C(F)(F)F)O. Drug 2: CC12CCC3C(C1CCC2O)C(CC4=C3C=CC(=C4)O)CCCCCCCCCS(=O)CCCC(C(F)(F)F)(F)F. Cell line: OVCAR3. Synergy scores: CSS=18.6, Synergy_ZIP=-3.59, Synergy_Bliss=-11.3, Synergy_Loewe=-10.8, Synergy_HSA=-12.5. (5) Drug 1: CC1=C(C(=O)C2=C(C1=O)N3CC4C(C3(C2COC(=O)N)OC)N4)N. Drug 2: CC1CCCC2(C(O2)CC(NC(=O)CC(C(C(=O)C(C1O)C)(C)C)O)C(=CC3=CSC(=N3)C)C)C. Cell line: HL-60(TB). Synergy scores: CSS=74.5, Synergy_ZIP=-1.25, Synergy_Bliss=-3.38, Synergy_Loewe=-5.01, Synergy_HSA=-1.87. (6) Drug 1: CC1=C(C=C(C=C1)NC2=NC=CC(=N2)N(C)C3=CC4=NN(C(=C4C=C3)C)C)S(=O)(=O)N.Cl. Drug 2: CC(CN1CC(=O)NC(=O)C1)N2CC(=O)NC(=O)C2. Cell line: A549. Synergy scores: CSS=33.1, Synergy_ZIP=0.160, Synergy_Bliss=-0.0776, Synergy_Loewe=-5.36, Synergy_HSA=0.311.